The task is: Regression. Given a target protein amino acid sequence and a drug SMILES string, predict the binding affinity score between them. We predict pIC50 (pIC50 = -log10(IC50 in M); higher means more potent). Dataset: bindingdb_ic50.. This data is from Drug-target binding data from BindingDB using IC50 measurements. (1) The drug is CC1(C)OC(=O)N([C@H]2CC[C@H](NC(=O)c3ccnc4cccnc34)CC2)[C@H]1c1ccccc1. The target protein sequence is LNTSGSGTILIDLSPDDKEFQSVEEEMQSTVREHRDGGHAGGIFNRYNILKIQKVCNKKLWERYTHRRKEVSEENHNHANERMLFHGSPFVNAIIHKGFDERHAYIGGMFGAGIYFAENSSKSNQYVYGIGGGTGCPVHKDRSCYICHRQLLFCRVTLGKSFLQFSAMKMAHSPPGHHSVTGRPSVNGLALAEYVIYRGEQAYPEYLITYQIMRPEG. The pIC50 is 8.2. (2) The small molecule is O=C(O)CCc1cccc(CCNS(=O)(=O)c2ccc(Cl)cc2)c1. The target protein (P30987) has sequence MWPNGTSLGACFRPVNITLQERRAIASPWFAASFCALGLGSNLLALSVLAGARPGAGPRSSFLALLCGLVLTDFLGLLVTGAIVASQHAALLDWRATDPSCRLCYFMGVAMVFFGLCPLLLGAAMASERFVGITRPFSRPTATSRRAWATVGLVWVAAGALGLLPLLGLGRYSVQYPGSWCFLTLGTQRGDVVFGLIFALLGSASVGLSLLLNTVSVATLCRVYHTREATQRPRDCEVEMMVQLVGIMVVATVCWMPLLVFIMQTLLQTPPVMSFSGQLLRATEHQLLIYLRVATWNQILDPWVYILFRRSVLRRLHPRFSSQLQAVSLRRPPAQAMLSGP. The pIC50 is 7.6.